This data is from Forward reaction prediction with 1.9M reactions from USPTO patents (1976-2016). The task is: Predict the product of the given reaction. Given the reactants [C:1]([O:5][C:6]([N:8]1[CH2:13][CH2:12][C:11]([C:16]2[CH:21]=[CH:20][C:19]([Cl:22])=[CH:18][CH:17]=2)([C:14]#[N:15])[CH2:10][CH2:9]1)=[O:7])([CH3:4])([CH3:3])[CH3:2].[H][H], predict the reaction product. The product is: [C:1]([O:5][C:6]([N:8]1[CH2:9][CH2:10][C:11]([CH2:14][NH2:15])([C:16]2[CH:21]=[CH:20][C:19]([Cl:22])=[CH:18][CH:17]=2)[CH2:12][CH2:13]1)=[O:7])([CH3:4])([CH3:3])[CH3:2].